From a dataset of Full USPTO retrosynthesis dataset with 1.9M reactions from patents (1976-2016). Predict the reactants needed to synthesize the given product. (1) Given the product [CH:22]1([CH2:21][C@H:20]([NH:27][C:28]([C:30]2[O:31][CH:32]=[CH:33][CH:34]=2)=[O:29])[C:19](=[O:35])[NH:18][CH:14]2[CH2:15][CH2:16][CH2:17][NH:11][CH2:12][CH:13]2[OH:36])[CH2:26][CH2:25][CH2:24][CH2:23]1, predict the reactants needed to synthesize it. The reactants are: C(OC([N:11]1[CH2:17][CH2:16][CH2:15][CH:14]([NH:18][C:19](=[O:35])[C@@H:20]([NH:27][C:28]([C:30]2[O:31][CH:32]=[CH:33][CH:34]=2)=[O:29])[CH2:21][CH:22]2[CH2:26][CH2:25][CH2:24][CH2:23]2)[CH:13]([OH:36])[CH2:12]1)=O)C1C=CC=CC=1.C[Si](I)(C)C. (2) The reactants are: [CH:1]1[CH:2]=[CH:3][C:4]2[NH:11][C:9](=[O:10])[CH:8]=[C:7]([CH2:12][CH:13]([NH:17][C:18]([C:20]3[CH:21]=[CH:22][C:23]([Cl:26])=[CH:24][CH:25]=3)=[O:19])[C:14]([OH:16])=[O:15])[C:5]=2[CH:6]=1.Cl[CH2:28][N:29]1[CH2:34][CH2:33][N:32]([CH3:35])[CH2:31][CH2:30]1. Given the product [Cl:26][C:23]1[CH:24]=[CH:25][C:20]([C:18]([NH:17][CH:13]([CH2:12][C:7]2[C:5]3[C:4](=[CH:3][CH:2]=[CH:1][CH:6]=3)[NH:11][C:9](=[O:10])[CH:8]=2)[C:14]([O:16][CH2:28][N:29]2[CH2:34][CH2:33][N:32]([CH3:35])[CH2:31][CH2:30]2)=[O:15])=[O:19])=[CH:21][CH:22]=1, predict the reactants needed to synthesize it. (3) Given the product [CH3:21][C:22]1[N:23]([C:7]([C:14]2[CH:19]=[CH:18][CH:17]=[CH:16][CH:15]=2)([C:8]2[CH:13]=[CH:12][CH:11]=[CH:10][CH:9]=2)[C:1]2[CH:6]=[CH:5][CH:4]=[CH:3][CH:2]=2)[CH:24]=[CH:25][N:26]=1, predict the reactants needed to synthesize it. The reactants are: [C:1]1([C:7](Cl)([C:14]2[CH:19]=[CH:18][CH:17]=[CH:16][CH:15]=2)[C:8]2[CH:13]=[CH:12][CH:11]=[CH:10][CH:9]=2)[CH:6]=[CH:5][CH:4]=[CH:3][CH:2]=1.[CH3:21][C:22]1[NH:23][CH:24]=[CH:25][N:26]=1.C(N(CC)CC)C.O. (4) Given the product [CH2:1]([O:8][C:9]1[CH:14]=[CH:13][C:12]([N+:15]([O-:17])=[O:16])=[C:11]([S:32][CH2:25][C:26]2[CH:31]=[CH:30][CH:29]=[CH:28][CH:27]=2)[CH:10]=1)[C:2]1[CH:7]=[CH:6][CH:5]=[CH:4][CH:3]=1, predict the reactants needed to synthesize it. The reactants are: [CH2:1]([O:8][C:9]1[CH:14]=[CH:13][C:12]([N+:15]([O-:17])=[O:16])=[C:11](F)[CH:10]=1)[C:2]1[CH:7]=[CH:6][CH:5]=[CH:4][CH:3]=1.C(=O)([O-])[O-].[Na+].[Na+].[CH2:25]([SH:32])[C:26]1[CH:31]=[CH:30][CH:29]=[CH:28][CH:27]=1. (5) Given the product [CH:1]1([CH2:6][C@@H:7]([C:20]([NH:22][NH:23][C:24]2[C:29]([F:30])=[C:28]([N:31]([CH3:40])[CH2:32][CH2:33][C:34]3[CH:39]=[CH:38][N:37]=[CH:36][CH:35]=3)[N:27]=[C:26]([CH3:41])[N:25]=2)=[O:21])[CH2:8][N:9]([OH:12])[CH:10]=[O:11])[CH2:5][CH2:4][CH2:3][CH2:2]1, predict the reactants needed to synthesize it. The reactants are: [CH:1]1([CH2:6][C@@H:7]([C:20]([NH:22][NH:23][C:24]2[C:29]([F:30])=[C:28]([N:31]([CH3:40])[CH2:32][CH2:33][C:34]3[CH:39]=[CH:38][N:37]=[CH:36][CH:35]=3)[N:27]=[C:26]([CH3:41])[N:25]=2)=[O:21])[CH2:8][N:9]([O:12]CC2C=CC=CC=2)[CH:10]=[O:11])[CH2:5][CH2:4][CH2:3][CH2:2]1. (6) Given the product [C:1]([C:4]1[C:12]2[C:7](=[CH:8][CH:9]=[C:10]([C:43]#[C:42][Si:44]([CH3:47])([CH3:46])[CH3:45])[CH:11]=2)[N:6]([CH2:14][C:15]([N:17]2[CH2:21][C@H:20]([F:22])[CH2:19][C@H:18]2[C:23]([NH:25][CH2:26][C:27]2[CH:32]=[CH:31][CH:30]=[C:29]([Cl:33])[C:28]=2[F:34])=[O:24])=[O:16])[CH:5]=1)(=[O:3])[CH3:2], predict the reactants needed to synthesize it. The reactants are: [C:1]([C:4]1[C:12]2[C:7](=[CH:8][CH:9]=[C:10](Br)[CH:11]=2)[N:6]([CH2:14][C:15]([N:17]2[CH2:21][C@H:20]([F:22])[CH2:19][C@H:18]2[C:23]([NH:25][CH2:26][C:27]2[CH:32]=[CH:31][CH:30]=[C:29]([Cl:33])[C:28]=2[F:34])=[O:24])=[O:16])[CH:5]=1)(=[O:3])[CH3:2].C(N(CC)CC)C.[C:42]([Si:44]([CH3:47])([CH3:46])[CH3:45])#[CH:43]. (7) Given the product [CH:1]1([S:4][C:6]2[CH:13]=[CH:12][C:11]([N+:14]([O-:16])=[O:15])=[CH:10][C:7]=2[CH:8]=[O:9])[CH2:3][CH2:2]1, predict the reactants needed to synthesize it. The reactants are: [CH:1]1([SH:4])[CH2:3][CH2:2]1.F[C:6]1[CH:13]=[CH:12][C:11]([N+:14]([O-:16])=[O:15])=[CH:10][C:7]=1[CH:8]=[O:9].C([O-])([O-])=O.[K+].[K+].